From a dataset of Full USPTO retrosynthesis dataset with 1.9M reactions from patents (1976-2016). Predict the reactants needed to synthesize the given product. (1) Given the product [C:3]1(=[O:25])[CH:4]2[C:17]3[C:16]4[CH:15]=[CH:14][CH:13]=[CH:12][C:11]=4[NH:10][C:9]=3[CH2:8][C:7]3[NH:18][C:19]4[C:24]([C:6]=3[CH:5]2[C:1](=[O:26])[NH:2]1)=[CH:23][CH:22]=[CH:21][CH:20]=4, predict the reactants needed to synthesize it. The reactants are: [C:1]1(=[O:26])[C:5]2[C:6]3[C:24]4[CH:23]=[CH:22][CH:21]=[CH:20][C:19]=4[NH:18][C:7]=3[CH2:8][C:9]3[NH:10][C:11]4[C:16]([C:17]=3[C:4]=2[C:3](=[O:25])[NH:2]1)=[CH:15][CH:14]=[CH:13][CH:12]=4. (2) Given the product [ClH:27].[OH:13][C@H:11]1[CH2:12][NH:8][C@H:9]([C:14]([NH:16][C@:17]2([C:22]([O:24][CH2:25][CH3:26])=[O:23])[CH2:19][C@H:18]2[CH:20]=[CH2:21])=[O:15])[CH2:10]1, predict the reactants needed to synthesize it. The reactants are: C(OC([N:8]1[CH2:12][C@H:11]([OH:13])[CH2:10][C@H:9]1[C:14]([NH:16][C@:17]1([C:22]([O:24][CH2:25][CH3:26])=[O:23])[CH2:19][C@H:18]1[CH:20]=[CH2:21])=[O:15])=O)(C)(C)C.[ClH:27].O1CCOCC1. (3) The reactants are: C([O:3][C:4](=O)[CH2:5][CH2:6][CH2:7][CH:8]1[NH:13][CH2:12][CH:11]([C:14]([O:16][CH3:17])=[O:15])[CH2:10][CH2:9]1)C. Given the product [O:3]=[C:4]1[CH2:5][CH2:6][CH2:7][C@@H:8]2[N:13]1[CH2:12][C@H:11]([C:14]([O:16][CH3:17])=[O:15])[CH2:10][CH2:9]2, predict the reactants needed to synthesize it. (4) Given the product [Cl:1][C:2]1[CH:7]=[CH:6][C:5]([C:8](=[O:18])[NH:9][CH2:10][C:11]2[CH:16]=[CH:15][CH:14]=[C:13]([Cl:17])[CH:12]=2)=[CH:4][C:3]=1[NH:19][C:20]([C:22]1[C:35](=[O:36])[NH:34][C:25]2[N:26]=[C:27]([NH:37][CH2:38][CH2:39][OH:40])[N:28]=[CH:29][C:24]=2[CH:23]=1)=[O:21], predict the reactants needed to synthesize it. The reactants are: [Cl:1][C:2]1[CH:7]=[CH:6][C:5]([C:8](=[O:18])[NH:9][CH2:10][C:11]2[CH:16]=[CH:15][CH:14]=[C:13]([Cl:17])[CH:12]=2)=[CH:4][C:3]=1[NH:19][C:20]([C:22]1[C:35](=[O:36])[NH:34][C:25]2[N:26]=[C:27](S(C)(=O)=O)[N:28]=[CH:29][C:24]=2[CH:23]=1)=[O:21].[NH2:37][CH2:38][CH2:39][OH:40]. (5) Given the product [C:20]([C:24]1[N:29]=[C:28]([N:30]2[CH2:31][CH2:32][N:33]([CH2:2][CH2:3][CH2:4][CH2:5][C:6]([N:8]3[C:14]4[CH:15]=[CH:16][CH:17]=[CH:18][C:13]=4[C:12](=[O:19])[CH2:11][CH2:10][CH2:9]3)=[O:7])[CH2:34][CH2:35]2)[CH:27]=[C:26]([C:36]([F:37])([F:38])[F:39])[N:25]=1)([CH3:23])([CH3:21])[CH3:22], predict the reactants needed to synthesize it. The reactants are: Cl[CH2:2][CH2:3][CH2:4][CH2:5][C:6]([N:8]1[C:14]2[CH:15]=[CH:16][CH:17]=[CH:18][C:13]=2[C:12](=[O:19])[CH2:11][CH2:10][CH2:9]1)=[O:7].[C:20]([C:24]1[N:29]=[C:28]([N:30]2[CH2:35][CH2:34][NH:33][CH2:32][CH2:31]2)[CH:27]=[C:26]([C:36]([F:39])([F:38])[F:37])[N:25]=1)([CH3:23])([CH3:22])[CH3:21].[Na+].[Br-].C(N(C(C)C)CC)(C)C. (6) The reactants are: CC(C)([O-])C.[K+].Cl[CH2:8][CH:9]1[O:13][N:12]=[C:11]([CH:14]([F:16])[F:15])[CH2:10]1.[NH4+].[Cl-]. Given the product [F:15][CH:14]([F:16])[C:11]1[CH:10]2[CH:9]([CH2:8]2)[O:13][N:12]=1, predict the reactants needed to synthesize it. (7) Given the product [Br:1][C:2]1[CH:14]=[CH:13][C:5]2[NH:6][C:7]([S:9][C:12]3[C:21]4[NH:22][C:23](=[O:25])[NH:24][C:20]=4[CH:19]=[C:18]([C:26]([OH:28])=[O:27])[CH:17]=3)=[N:8][C:4]=2[CH:3]=1, predict the reactants needed to synthesize it. The reactants are: [Br:1][C:2]1[CH:14]=[CH:13][C:5]2[NH:6][C:7]([S:9]([CH3:12])(=O)=O)=[N:8][C:4]=2[CH:3]=1.SC1[C:21]2[NH:22][C:23](=[O:25])[NH:24][C:20]=2[CH:19]=[C:18]([C:26]([OH:28])=[O:27])[CH:17]=1.